Dataset: Reaction yield outcomes from USPTO patents with 853,638 reactions. Task: Predict the reaction yield, written as a fraction of the theoretical maximum amount of product (1.0 means a 100% yield; for example, 0.34 means a 34% yield). (1) The reactants are [CH:1]1([CH2:4][O:5][C:6]2[CH:11]=[C:10]([CH3:12])[C:9]([C:13]3[N:14]=[C:15]([NH2:18])[S:16][CH:17]=3)=[C:8]([CH3:19])[CH:7]=2)[CH2:3][CH2:2]1.C(N(CC)CC)C.Cl.[C:28](Cl)(=[O:35])[C:29]1[CH:34]=[CH:33][N:32]=[CH:31][CH:30]=1. The catalyst is C(Cl)Cl. The product is [CH:1]1([CH2:4][O:5][C:6]2[CH:7]=[C:8]([CH3:19])[C:9]([C:13]3[N:14]=[C:15]([NH:18][C:28](=[O:35])[C:29]4[CH:34]=[CH:33][N:32]=[CH:31][CH:30]=4)[S:16][CH:17]=3)=[C:10]([CH3:12])[CH:11]=2)[CH2:3][CH2:2]1. The yield is 0.720. (2) The catalyst is ClCCl.CO. The reactants are Cl.CS(C1C=CC(N2CCNCC2)=CC=1N)(=O)=O.[F:19][C:20]1[CH:21]=[C:22]([Cl:47])[C:23]([O:45][CH3:46])=[C:24]([CH:26]([C:28]2[C:29]([S:41]([CH3:44])(=[O:43])=[O:42])=[C:30]([NH2:40])[CH:31]=[C:32]([N:34]3[CH2:39][CH2:38][NH:37][CH2:36][CH2:35]3)[CH:33]=2)[CH3:27])[CH:25]=1.C(=O)=O.Cl. The yield is 0.840. The product is [ClH:47].[F:19][C:20]1[CH:21]=[C:22]([Cl:47])[C:23]([O:45][CH3:46])=[C:24]([CH:26]([C:28]2[C:29]([S:41]([CH3:44])(=[O:43])=[O:42])=[C:30]([NH2:40])[CH:31]=[C:32]([N:34]3[CH2:35][CH2:36][NH:37][CH2:38][CH2:39]3)[CH:33]=2)[CH3:27])[CH:25]=1. (3) The reactants are [Cl:1][C:2]1[CH:3]=[C:4]([C:7]2[CH:11]=[CH:10][NH:9][N:8]=2)[S:5][CH:6]=1.[I:12]N1C(=O)CCC1=O.S([O-])([O-])(=O)=S.[Na+].[Na+].C(=O)([O-])[O-].[Na+].[Na+]. The catalyst is CN(C)C=O. The product is [Cl:1][C:2]1[CH:3]=[C:4]([C:7]2[C:11]([I:12])=[CH:10][NH:9][N:8]=2)[S:5][CH:6]=1. The yield is 0.910. (4) The reactants are Br[C:2]1[N:7]=[C:6]([C:8]2[NH:17][C:16](=[O:18])[C:15]3[C:10](=[CH:11][C:12]([O:21][CH3:22])=[CH:13][C:14]=3[O:19][CH3:20])[N:9]=2)[CH:5]=[CH:4][CH:3]=1.C1(P([C:63]2[CH:68]=CC=CC=2)C2C=CC3C(=CC=CC=3)C=2C2C3C(=CC=CC=3)C=CC=2P(C2C=CC=CC=2)C2C=CC=CC=2)C=CC=CC=1.[C:69](=[O:72])([O-])[O-].[Cs+].[Cs+]. The catalyst is O1CCOCC1.C([O-])(=O)C.[Pd+2].C([O-])(=O)C. The product is [OH:72][CH2:69][CH2:2][N:7]1[CH2:63][CH2:68][N:9]([C:2]2[N:7]=[C:6]([C:8]3[NH:17][C:16](=[O:18])[C:15]4[C:10](=[CH:11][C:12]([O:21][CH3:22])=[CH:13][C:14]=4[O:19][CH3:20])[N:9]=3)[CH:5]=[CH:4][CH:3]=2)[CH2:8][CH2:6]1. The yield is 0.200. (5) The reactants are [F:1][C:2]1[CH:30]=[C:29]([N+:31]([O-:33])=[O:32])[CH:28]=[CH:27][C:3]=1[O:4][C:5]1[CH:10]=[CH:9][N:8]=[C:7]2[CH:11]=[C:12]([C:14]3[CH2:19][CH2:18][N:17](C(OC(C)(C)C)=O)[CH2:16][CH:15]=3)[S:13][C:6]=12. The catalyst is C(Cl)Cl. The product is [F:1][C:2]1[CH:30]=[C:29]([N+:31]([O-:33])=[O:32])[CH:28]=[CH:27][C:3]=1[O:4][C:5]1[CH:10]=[CH:9][N:8]=[C:7]2[CH:11]=[C:12]([C:14]3[CH2:19][CH2:18][NH:17][CH2:16][CH:15]=3)[S:13][C:6]=12. The yield is 1.00. (6) The reactants are C([O:8][C@H:9]1[CH2:13][CH2:12][CH2:11][C@@H:10]1[C:14]1[CH:18]=[CH:17][N:16]([CH:19]2[CH2:24][CH2:23][CH2:22][CH2:21][O:20]2)[N:15]=1)C1C=CC=CC=1. The catalyst is [C].[Pd].C(O)C. The product is [O:20]1[CH2:21][CH2:22][CH2:23][CH2:24][CH:19]1[N:16]1[CH:17]=[CH:18][C:14]([C@H:10]2[CH2:11][CH2:12][CH2:13][C@@H:9]2[OH:8])=[N:15]1. The yield is 0.910. (7) The yield is 0.530. The product is [C:1]([C:3]1[CH:4]=[C:5]([CH:9]([CH3:13])[C:10]([NH:54][CH2:53][C:52]2[C:47]([N:42]3[CH2:46][CH2:45][CH2:44][CH2:43]3)=[N:48][C:49]([C:55]([F:58])([F:56])[F:57])=[CH:50][CH:51]=2)=[O:12])[CH:6]=[CH:7][CH:8]=1)#[N:2]. The catalyst is O1CCOCC1.O. The reactants are [C:1]([C:3]1[CH:4]=[C:5]([CH:9]([CH3:13])[C:10]([OH:12])=O)[CH:6]=[CH:7][CH:8]=1)#[N:2].CN(C)CCCN=C=NCC.ON1C2C=CC=CC=2N=N1.C(N(CC)CC)C.[N:42]1([C:47]2[C:52]([CH2:53][NH2:54])=[CH:51][CH:50]=[C:49]([C:55]([F:58])([F:57])[F:56])[N:48]=2)[CH2:46][CH2:45][CH2:44][CH2:43]1.